Task: Predict the reaction yield, written as a fraction of the theoretical maximum amount of product (1.0 means a 100% yield; for example, 0.34 means a 34% yield).. Dataset: Reaction yield outcomes from USPTO patents with 853,638 reactions (1) The reactants are [F:1][C:2]1[CH:7]=[CH:6][CH:5]=[C:4]([F:8])[C:3]=1[S:9]([NH:12][C:13]1[CH:14]=[CH:15][C:16]([F:23])=[C:17]([CH:22]=1)[C:18]([O:20]C)=O)(=[O:11])=[O:10].[Cl-:24].[N:25]1C=CC=[N:27][CH:26]=1.[CH2:31]1[CH2:35]O[CH2:33][CH2:32]1. No catalyst specified. The product is [Cl:24][C:26]1[N:27]=[C:31]([CH2:35][C:18]([C:17]2[CH:22]=[C:13]([NH:12][S:9]([C:3]3[C:2]([F:1])=[CH:7][CH:6]=[CH:5][C:4]=3[F:8])(=[O:11])=[O:10])[CH:14]=[CH:15][C:16]=2[F:23])=[O:20])[CH:32]=[CH:33][N:25]=1. The yield is 0.505. (2) The reactants are [OH-].[Na+].C[O:4][C:5](=[O:45])[CH:6]([CH2:38][C:39]1[CH:44]=[CH:43][CH:42]=[CH:41][CH:40]=1)[CH2:7][O:8][C:9]1[CH:18]=[CH:17][C:16]2[C:11](=[CH:12][CH:13]=[C:14]([CH2:19][N:20]([C:22]([C:24]3[O:25][C:26]4[CH:36]=[CH:35][CH:34]=[CH:33][C:27]=4[C:28]=3[CH2:29][CH2:30][CH2:31][CH3:32])=[O:23])[CH3:21])[CH:15]=2)[C:10]=1[Br:37].O.Cl. The catalyst is CO. The product is [CH2:38]([CH:6]([CH2:7][O:8][C:9]1[CH:18]=[CH:17][C:16]2[C:11](=[CH:12][CH:13]=[C:14]([CH2:19][N:20]([C:22]([C:24]3[O:25][C:26]4[CH:36]=[CH:35][CH:34]=[CH:33][C:27]=4[C:28]=3[CH2:29][CH2:30][CH2:31][CH3:32])=[O:23])[CH3:21])[CH:15]=2)[C:10]=1[Br:37])[C:5]([OH:45])=[O:4])[C:39]1[CH:44]=[CH:43][CH:42]=[CH:41][CH:40]=1. The yield is 0.420. (3) The reactants are [C:1]([C:4]1[N:9]=[C:8](Cl)[N:7]=[C:6]([NH:11][CH2:12][C@H:13]([OH:18])[C:14]([O:16]C)=[O:15])[CH:5]=1)(=[O:3])[NH2:2].[F:19][C:20]1[CH:41]=[CH:40][C:23]([O:24][C:25]2[CH:30]=[CH:29][C:28](B3OC(C)(C)C(C)(C)O3)=[CH:27][CH:26]=2)=[CH:22][CH:21]=1.C([O-])([O-])=O.[Na+].[Na+]. The catalyst is O1CCOCC1.C1C=CC(P(C2C=CC=CC=2)[C-]2C=CC=C2)=CC=1.C1C=CC(P(C2C=CC=CC=2)[C-]2C=CC=C2)=CC=1.Cl[Pd]Cl.[Fe+2]. The product is [C:1]([C:4]1[N:9]=[C:8]([C:28]2[CH:27]=[CH:26][C:25]([O:24][C:23]3[CH:22]=[CH:21][C:20]([F:19])=[CH:41][CH:40]=3)=[CH:30][CH:29]=2)[N:7]=[C:6]([NH:11][CH2:12][C@H:13]([OH:18])[C:14]([OH:16])=[O:15])[CH:5]=1)(=[O:3])[NH2:2]. The yield is 0.0900. (4) The reactants are Cl[C:2]1[N:7]=[C:6]([NH:8][CH2:9][C:10]2[CH:15]=[CH:14][C:13]([O:16][CH3:17])=[C:12]([O:18][CH:19]3[CH2:23][CH2:22][CH2:21][CH2:20]3)[CH:11]=2)[CH:5]=[N:4][CH:3]=1.B([C:27]1[CH:38]=[CH:37][C:30]([CH2:31][C@@H:32]([C:34]([OH:36])=[O:35])[NH2:33])=[CH:29][CH:28]=1)(O)O.C(=O)([O-])[O-].[Na+].[Na+]. The yield is 0.0600. The catalyst is Cl[Pd](Cl)([P](C1C=CC=CC=1)(C1C=CC=CC=1)C1C=CC=CC=1)[P](C1C=CC=CC=1)(C1C=CC=CC=1)C1C=CC=CC=1.C(#N)C. The product is [NH2:33][CH:32]([CH2:31][C:30]1[CH:37]=[CH:38][C:27]([C:2]2[CH:3]=[N:4][CH:5]=[C:6]([NH:8][CH2:9][C:10]3[CH:15]=[CH:14][C:13]([O:16][CH3:17])=[C:12]([O:18][CH:19]4[CH2:23][CH2:22][CH2:21][CH2:20]4)[CH:11]=3)[N:7]=2)=[CH:28][CH:29]=1)[C:34]([OH:36])=[O:35]. (5) The reactants are [NH2:1][C:2]1[CH:3]=[CH:4][C:5]([N:10]2[CH2:15][CH2:14][O:13][CH2:12][CH2:11]2)=[C:6]([CH2:8][OH:9])[CH:7]=1.C(N([CH2:21][CH3:22])CC)C.[C:23](OC(=O)C)(=[O:25])[CH3:24].[OH2:30]. The catalyst is O1CCCC1.CN(C)C1C=CN=CC=1. The product is [C:23]([O:9][CH2:8][C:6]1[CH:7]=[C:2]([NH:1][C:21](=[O:30])[CH3:22])[CH:3]=[CH:4][C:5]=1[N:10]1[CH2:15][CH2:14][O:13][CH2:12][CH2:11]1)(=[O:25])[CH3:24]. The yield is 0.855. (6) The reactants are [OH-].[K+].[F:3][C:4]1[CH:5]=[CH:6][C:7]([O:14][CH3:15])=[C:8]2[C:12]=1[NH:11][N:10]=[C:9]2[NH2:13].Cl[CH2:17][C:18]1[CH:19]=[C:20]([CH:23]=[CH:24][CH:25]=1)[C:21]#[N:22].O. The catalyst is CS(C)=O.ClCCl. The product is [NH2:13][C:9]1[C:8]2[C:12](=[C:4]([F:3])[CH:5]=[CH:6][C:7]=2[O:14][CH3:15])[N:11]([CH2:17][C:18]2[CH:19]=[C:20]([CH:23]=[CH:24][CH:25]=2)[C:21]#[N:22])[N:10]=1. The yield is 0.560. (7) The reactants are C[O:2][C:3](=O)[C:4]1[CH:9]=[C:8]([Cl:10])[CH:7]=[CH:6][C:5]=1[NH:11]C(OCC1C=CC=CC=1)=O.O.[NH2:24][NH2:25]. The catalyst is C(O)C. The product is [NH2:11][C:5]1[CH:6]=[CH:7][C:8]([Cl:10])=[CH:9][C:4]=1[C:3]([NH:24][NH2:25])=[O:2]. The yield is 0.920.